From a dataset of Forward reaction prediction with 1.9M reactions from USPTO patents (1976-2016). Predict the product of the given reaction. (1) Given the reactants C[O:2][C:3]([C:5]12[CH2:23][CH:22]1[CH:21]=[CH:20][CH2:19][CH2:18][CH2:17][CH2:16][CH2:15][CH:14]([NH:24][C:25]([O:27][C:28]([CH3:31])([CH3:30])[CH3:29])=[O:26])[C:13](=[O:32])[N:12]1[CH:8]([CH2:9][CH:10]([O:33][C:34]([N:36]3[CH2:44][C:43]4[C:38](=[CH:39][CH:40]=[CH:41][C:42]=4[F:45])[CH2:37]3)=[O:35])[CH2:11]1)[C:7](=[O:46])[NH:6]2)=[O:4].C1COCC1.CO.[OH-].[Li+], predict the reaction product. The product is: [C:28]([O:27][C:25]([NH:24][CH:14]1[C:13](=[O:32])[N:12]2[CH:8]([CH2:9][CH:10]([O:33][C:34]([N:36]3[CH2:44][C:43]4[C:38](=[CH:39][CH:40]=[CH:41][C:42]=4[F:45])[CH2:37]3)=[O:35])[CH2:11]2)[C:7](=[O:46])[NH:6][C:5]2([C:3]([OH:4])=[O:2])[CH:22]([CH2:23]2)[CH:21]=[CH:20][CH2:19][CH2:18][CH2:17][CH2:16][CH2:15]1)=[O:26])([CH3:31])([CH3:29])[CH3:30]. (2) Given the reactants [Li+].[F:2][C:3]([F:23])([F:22])[C:4]1[CH:9]=[CH:8][C:7]([N:10]2[CH2:15][CH2:14][N:13]([CH2:16][CH2:17][CH2:18][C:19]([O-:21])=O)[CH2:12][CH2:11]2)=[CH:6][CH:5]=1.[CH:24](N(C(C)C)CC)(C)C.F[P-](F)(F)(F)(F)F.CN(C)C(ON1C2C=CC=CC=2N=N1)=[N+](C)C.Cl.C[N:59]1[C:63]([C:64]2[CH:69]=[CH:68][C:67]([NH:70][CH:71]3[CH2:76][CH2:75][NH:74][CH2:73][CH2:72]3)=[CH:66][CH:65]=2)=[N:62][N:61]=[N:60]1, predict the reaction product. The product is: [CH3:24][N:60]1[NH:61][N:62]=[C:63]([C:64]2[CH:69]=[CH:68][C:67]([NH:70][CH:71]3[CH2:76][CH2:75][N:74]([C:19](=[O:21])[CH2:18][CH2:17][CH2:16][N:13]4[CH2:14][CH2:15][N:10]([C:7]5[CH:6]=[CH:5][C:4]([C:3]([F:23])([F:22])[F:2])=[CH:9][CH:8]=5)[CH2:11][CH2:12]4)[CH2:73][CH2:72]3)=[CH:66][CH:65]=2)[NH:59]1. (3) The product is: [N+:1]([C:4]1[N:5]([CH2:16][O:15][CH2:14][CH2:13][Si:12]([CH3:19])([CH3:18])[CH3:11])[CH:6]=[CH:7][N:8]=1)([O-:3])=[O:2]. Given the reactants [N+:1]([C:4]1[NH:5][CH:6]=[CH:7][N:8]=1)([O-:3])=[O:2].[H-].[Na+].[CH3:11][Si:12]([CH3:19])([CH3:18])[CH2:13][CH2:14][O:15][CH2:16]Cl, predict the reaction product. (4) Given the reactants Br[C:2]1[CH:10]=[C:9]2[C:5]([CH2:6][O:7][C:8]2=[O:11])=[CH:4][CH:3]=1.[C:12]1(B(O)O)[CH2:17][CH2:16][CH2:15][CH2:14][CH:13]=1, predict the reaction product. The product is: [C:12]1([C:2]2[CH:10]=[C:9]3[C:5]([CH2:6][O:7][C:8]3=[O:11])=[CH:4][CH:3]=2)[CH2:17][CH2:16][CH2:15][CH2:14][CH:13]=1. (5) Given the reactants [CH2:1]([O:8][C:9]([NH:11][CH2:12][CH2:13][C:14]([OH:16])=[O:15])=[O:10])[C:2]1[CH:7]=[CH:6][CH:5]=[CH:4][CH:3]=1.[H-].[Na+].[CH2:19](Br)[CH:20]=[CH2:21], predict the reaction product. The product is: [CH2:21]([N:11]([C:9]([O:8][CH2:1][C:2]1[CH:3]=[CH:4][CH:5]=[CH:6][CH:7]=1)=[O:10])[CH2:12][CH2:13][C:14]([OH:16])=[O:15])[CH:20]=[CH2:19].